This data is from Forward reaction prediction with 1.9M reactions from USPTO patents (1976-2016). The task is: Predict the product of the given reaction. (1) The product is: [Cl:34][C:20]1[C:21]([NH:23][C:24]2[CH:33]=[CH:32][CH:31]=[CH:30][C:25]=2[C:26]([NH:28][CH3:29])=[O:27])=[N:22][C:17]([NH:1][C:2]2[C:7]3[N:8]([CH3:15])[CH2:9][CH2:10][N:11]([CH3:14])[C:12](=[O:13])[C:6]=3[CH:5]=[CH:4][CH:3]=2)=[N:18][CH:19]=1. Given the reactants [NH2:1][C:2]1[C:7]2[N:8]([CH3:15])[CH2:9][CH2:10][N:11]([CH3:14])[C:12](=[O:13])[C:6]=2[CH:5]=[CH:4][CH:3]=1.Cl[C:17]1[N:22]=[C:21]([NH:23][C:24]2[CH:33]=[CH:32][CH:31]=[CH:30][C:25]=2[C:26]([NH:28][CH3:29])=[O:27])[C:20]([Cl:34])=[CH:19][N:18]=1.Cl, predict the reaction product. (2) Given the reactants [C:1]([O:5][CH2:6][CH2:7][OH:8])([CH3:4])([CH3:3])[CH3:2].C(N(CC)CC)C.[CH3:16][S:17](Cl)(=[O:19])=[O:18], predict the reaction product. The product is: [S:17]([O:8][CH2:7][CH2:6][O:5][C:1]([CH3:4])([CH3:3])[CH3:2])(=[O:19])(=[O:18])[CH3:16]. (3) The product is: [CH2:44]([N:12]1[CH2:13][CH2:14][N:15]([C:17](=[O:29])[C:18]2[CH:23]=[CH:22][CH:21]=[C:20]([C:24]3[O:25][CH:26]=[CH:27][CH:28]=3)[CH:19]=2)[CH2:16][CH:11]1[C:9]([NH:8][C:5]1[CH:6]=[CH:7][C:2]([Cl:1])=[CH:3][CH:4]=1)=[O:10])[C:45]1[CH:50]=[CH:49][CH:48]=[CH:47][CH:46]=1. Given the reactants [Cl:1][C:2]1[CH:7]=[CH:6][C:5]([NH:8][C:9]([CH:11]2[CH2:16][N:15]([C:17](=[O:29])[C:18]3[CH:23]=[CH:22][CH:21]=[C:20]([C:24]4[O:25][CH:26]=[CH:27][CH:28]=4)[CH:19]=3)[CH2:14][CH2:13][NH:12]2)=[O:10])=[CH:4][CH:3]=1.C(O[BH-](OC(=O)C)OC(=O)C)(=O)C.[Na+].[CH:44](=O)[C:45]1[CH:50]=[CH:49][CH:48]=[CH:47][CH:46]=1, predict the reaction product. (4) Given the reactants [Cl:1][C:2]1[CH:7]=[CH:6][C:5]([CH:8]([C:27]2[CH:32]=[CH:31][C:30]([Cl:33])=[CH:29][CH:28]=2)[N:9]2[CH2:12][CH:11]([N:13]([S:23]([CH3:26])(=[O:25])=[O:24])[C:14]3[CH:15]=[C:16]([CH:20]=[CH:21][CH:22]=3)[C:17]([OH:19])=O)[CH2:10]2)=[CH:4][CH:3]=1.[NH2:34][CH2:35][CH2:36][CH2:37][N:38]1[CH2:42][CH2:41][CH2:40][C:39]1=[O:43].N=C=N, predict the reaction product. The product is: [Cl:33][C:30]1[CH:31]=[CH:32][C:27]([CH:8]([C:5]2[CH:4]=[CH:3][C:2]([Cl:1])=[CH:7][CH:6]=2)[N:9]2[CH2:10][CH:11]([N:13]([S:23]([CH3:26])(=[O:24])=[O:25])[C:14]3[CH:15]=[C:16]([CH:20]=[CH:21][CH:22]=3)[C:17]([NH:34][CH2:35][CH2:36][CH2:37][N:38]3[CH2:42][CH2:41][CH2:40][C:39]3=[O:43])=[O:19])[CH2:12]2)=[CH:28][CH:29]=1. (5) Given the reactants [CH3:1][C:2]1[N:3]=[N:4][N:5]([CH:7]2[CH2:12][CH2:11][N:10](C(OC(C)(C)C)=O)[CH2:9][CH2:8]2)[CH:6]=1.C(O)(C(F)(F)F)=O, predict the reaction product. The product is: [CH3:1][C:2]1[N:3]=[N:4][N:5]([CH:7]2[CH2:12][CH2:11][NH:10][CH2:9][CH2:8]2)[CH:6]=1. (6) Given the reactants [CH3:1][O:2][C:3]1[CH:4]=[C:5]([OH:11])[CH:6]=[C:7]([O:9][CH3:10])[CH:8]=1.Br[CH2:13][C:14]([O:16][CH2:17][CH3:18])=[O:15].C(=O)([O-])[O-].[K+].[K+], predict the reaction product. The product is: [CH2:17]([O:16][C:14](=[O:15])[CH2:13][O:11][C:5]1[CH:6]=[C:7]([O:9][CH3:10])[CH:8]=[C:3]([O:2][CH3:1])[CH:4]=1)[CH3:18]. (7) Given the reactants [N:1]1([C:15]([O:17][CH2:18][CH:19]2[C:31]3[C:26](=[CH:27][CH:28]=[CH:29][CH:30]=3)[C:25]3[C:20]2=[CH:21][CH:22]=[CH:23][CH:24]=3)=[O:16])CC[CH:6]([C:9]2[CH:14]=[CH:13]C=CC=2)[C@H:2]1C(O)=O.C1C=CC(C(Cl)(C2C(Cl)=CC=CC=2)C2C=CC=CC=2)=CC=1.CCN(C(C)C)C(C)C.CO, predict the reaction product. The product is: [C:15]([N:1]1[CH2:13][CH2:14][CH2:9][CH2:6][CH2:2]1)([O:17][CH2:18][CH:19]1[C:31]2[C:26](=[CH:27][CH:28]=[CH:29][CH:30]=2)[C:25]2[C:20]1=[CH:21][CH:22]=[CH:23][CH:24]=2)=[O:16]. (8) Given the reactants [C:1]([O:5][C:6]([N:8]1[CH2:13][CH2:12][CH:11]([OH:14])[CH2:10][CH2:9]1)=[O:7])([CH3:4])([CH3:3])[CH3:2].N(C(OC(C)C)=O)=NC(OC(C)C)=O.C1(P(C2C=CC=CC=2)C2C=CC=CC=2)C=CC=CC=1.[Cl:48][C:49]1[CH:50]=[CH:51][C:52]([S:70]([CH2:73][CH3:74])(=[O:72])=[O:71])=[C:53]([CH2:55][NH:56][C:57](=[O:69])[C:58]2[CH:63]=[CH:62][C:61](O)=[C:60]([C:65]([F:68])([F:67])[F:66])[CH:59]=2)[CH:54]=1, predict the reaction product. The product is: [C:1]([O:5][C:6]([N:8]1[CH2:13][CH2:12][CH:11]([O:14][C:61]2[CH:62]=[CH:63][C:58]([C:57](=[O:69])[NH:56][CH2:55][C:53]3[CH:54]=[C:49]([Cl:48])[CH:50]=[CH:51][C:52]=3[S:70]([CH2:73][CH3:74])(=[O:72])=[O:71])=[CH:59][C:60]=2[C:65]([F:66])([F:68])[F:67])[CH2:10][CH2:9]1)=[O:7])([CH3:4])([CH3:2])[CH3:3]. (9) Given the reactants [Cl:1][C:2]1[C:11]2[C:6](=[CH:7][CH:8]=[CH:9][CH:10]=2)[C:5]([CH2:12][C:13]2[CH:18]=[CH:17][N:16]=[CH:15][CH:14]=2)=[N:4][N:3]=1.Cl.[Cl:20][C:21]1[CH:27]=[CH:26][C:24]([NH2:25])=[CH:23][CH:22]=1, predict the reaction product. The product is: [ClH:1].[Cl:20][C:21]1[CH:27]=[CH:26][C:24]([NH:25][C:2]2[C:11]3[C:6](=[CH:7][CH:8]=[CH:9][CH:10]=3)[C:5]([CH2:12][C:13]3[CH:18]=[CH:17][N:16]=[CH:15][CH:14]=3)=[N:4][N:3]=2)=[CH:23][CH:22]=1. (10) Given the reactants [C:1]1([C:7]2[NH:8][CH:9]=[CH:10][C:11]=2[C:12]([OH:14])=O)[CH:6]=[CH:5][CH:4]=[CH:3][CH:2]=1.[Cl:15][C:16]1[CH:17]=[C:18]([N:22]2[CH2:27][CH2:26][NH:25][CH2:24][CH2:23]2)[CH:19]=[CH:20][CH:21]=1.Cl.CN(C)CCCN=C=NCC.O.ON1C2C=CC=CC=2N=N1, predict the reaction product. The product is: [Cl:15][C:16]1[CH:17]=[C:18]([N:22]2[CH2:27][CH2:26][N:25]([C:12]([C:11]3[CH:10]=[CH:9][NH:8][C:7]=3[C:1]3[CH:2]=[CH:3][CH:4]=[CH:5][CH:6]=3)=[O:14])[CH2:24][CH2:23]2)[CH:19]=[CH:20][CH:21]=1.